From a dataset of Reaction yield outcomes from USPTO patents with 853,638 reactions. Predict the reaction yield, written as a fraction of the theoretical maximum amount of product (1.0 means a 100% yield; for example, 0.34 means a 34% yield). (1) The reactants are [O:1]1[CH2:6][CH2:5][C:4](=[O:7])[CH2:3][CH2:2]1.B(F)(F)F.CCOCC.[N+](=[CH:19][C:20]([O:22][CH2:23][CH3:24])=[O:21])=[N-].C([O-])(O)=O.[Na+]. The catalyst is C(OCC)C. The product is [O:7]=[C:4]1[CH2:3][CH2:2][O:1][CH2:6][CH2:5][CH:19]1[C:20]([O:22][CH2:23][CH3:24])=[O:21]. The yield is 0.720. (2) The reactants are [CH3:1][O:2][C:3](=[O:17])[CH2:4][CH2:5][CH2:6][CH2:7][CH2:8][O:9][C:10]1[CH:15]=[CH:14][C:13]([NH2:16])=[CH:12][CH:11]=1.C(N(CC)CC)C.[CH2:25]([O:32][CH2:33][C:34](Cl)=[O:35])[C:26]1[CH:31]=[CH:30][CH:29]=[CH:28][CH:27]=1. The catalyst is CC(C)=O. The product is [CH3:1][O:2][C:3](=[O:17])[CH2:4][CH2:5][CH2:6][CH2:7][CH2:8][O:9][C:10]1[CH:15]=[CH:14][C:13]([NH:16][C:34](=[O:35])[CH2:33][O:32][CH2:25][C:26]2[CH:31]=[CH:30][CH:29]=[CH:28][CH:27]=2)=[CH:12][CH:11]=1. The yield is 0.222.